This data is from Full USPTO retrosynthesis dataset with 1.9M reactions from patents (1976-2016). The task is: Predict the reactants needed to synthesize the given product. Given the product [N:15]1[C:10]2[CH:11]=[CH:12][CH:13]=[N:14][C:9]=2[S:8](=[O:16])[CH:7]=1, predict the reactants needed to synthesize it. The reactants are: C1([C:7]2[S:8](=[O:16])[C:9]3[N:14]=[CH:13][CH:12]=[CH:11][C:10]=3[N:15]=2)C=CC=CC=1.C1(Br)C=CC=CC=1.